From a dataset of Forward reaction prediction with 1.9M reactions from USPTO patents (1976-2016). Predict the product of the given reaction. (1) Given the reactants [C:1]1([C:7]([C:9]2[NH:17][C:12]3=[CH:13][N:14]=[CH:15][CH:16]=[C:11]3[CH:10]=2)=O)[CH:6]=[CH:5][CH:4]=[CH:3][CH:2]=1.[ClH:18].[CH3:19][O:20][NH2:21], predict the reaction product. The product is: [ClH:18].[CH3:19][O:20][N:21]=[C:7]([C:1]1[CH:6]=[CH:5][CH:4]=[CH:3][CH:2]=1)[C:9]1[NH:17][C:12]2=[CH:13][N:14]=[CH:15][CH:16]=[C:11]2[CH:10]=1. (2) Given the reactants [CH3:1][C:2]1[CH:3]=[C:4]([CH:7]=O)[S:5][CH:6]=1.[CH2:9]([O:11][CH:12]([O:15][CH2:16][CH3:17])[CH2:13][NH2:14])[CH3:10].C1(C)C=CC=CC=1, predict the reaction product. The product is: [CH2:9]([O:11][CH:12]([O:15][CH2:16][CH3:17])[CH2:13][N:14]=[CH:7][C:4]1[S:5][CH:6]=[C:2]([CH3:1])[CH:3]=1)[CH3:10]. (3) The product is: [CH2:12]([N:14]([S:37]([C:40]1[CH:45]=[CH:44][C:43]([F:46])=[CH:42][CH:41]=1)(=[O:39])=[O:38])[C:15](=[CH2:36])[C:16]([NH:18][CH2:19][C:20]1[CH:25]=[CH:24][N+:23]([O-:9])=[C:22]([C:26]2[CH:27]=[CH:28][C:29]([C:32]([F:33])([F:34])[F:35])=[CH:30][CH:31]=2)[CH:21]=1)=[O:17])[CH3:13]. Given the reactants ClC1C=CC=C(C(OO)=[O:9])C=1.[CH2:12]([N:14]([S:37]([C:40]1[CH:45]=[CH:44][C:43]([F:46])=[CH:42][CH:41]=1)(=[O:39])=[O:38])[C:15](=[CH2:36])[C:16]([NH:18][CH2:19][C:20]1[CH:25]=[CH:24][N:23]=[C:22]([C:26]2[CH:31]=[CH:30][C:29]([C:32]([F:35])([F:34])[F:33])=[CH:28][CH:27]=2)[CH:21]=1)=[O:17])[CH3:13].O.C([O-])([O-])=O.[K+].[K+], predict the reaction product. (4) The product is: [Br:1][C:2]1[CH:7]=[CH:6][C:5]([C:8]2([C:9]([OH:18])=[O:15])[CH2:13][CH2:12]2)=[CH:4][CH:3]=1. Given the reactants [Br:1][C:2]1[CH:7]=[CH:6][C:5]([CH2:8][C:9]#N)=[CH:4][CH:3]=1.Br[CH2:12][CH2:13]Cl.[OH-:15].[K+].Cl.[OH2:18], predict the reaction product. (5) Given the reactants O1CC1CO[C:5]1[CH:14]=[C:13]2[C:8]([C:9](OC3C=C4C(=CC=3)NC(C)=C4)=[N:10][CH:11]=[N:12]2)=[CH:7][C:6]=1OC.C(NCC)C, predict the reaction product. The product is: [N:12]1[C:13]2[C:8](=[CH:7][CH:6]=[CH:5][CH:14]=2)[CH:9]=[N:10][CH:11]=1. (6) Given the reactants [N:1]([C@@H:4]1[CH2:10][NH:9][C:8](=[O:11])[C@@H:7]([NH:12][C:13](=[O:32])[C@@H:14]([C@H:17]2[C@H:22]([OH:23])[C@@H:21](/[CH:24]=[CH:25]/[C:26]([CH3:29])([CH3:28])[CH3:27])[O:20]C(C)(C)[O:18]2)[O:15][CH3:16])[CH2:6][CH2:5]1)=[N+:2]=[N-:3].CC(C)(C)/C=C/[C@H]1OC(C)(C)O[C@@H]([C@@H](OC)C(N[C@@H]2C(=O)N(CC3C=NC=CC=3)C[C@H](OC(=O)CCCCCCCCCCCCC)CC2)=O)[C@@H]1O, predict the reaction product. The product is: [N:1]([C@@H:4]1[CH2:10][NH:9][C:8](=[O:11])[C@@H:7]([NH:12][C:13](=[O:32])[C@H:14]([O:15][CH3:16])[C@H:17]([OH:18])[C@@H:22]([OH:23])[C@H:21]([OH:20])/[CH:24]=[CH:25]/[C:26]([CH3:28])([CH3:29])[CH3:27])[CH2:6][CH2:5]1)=[N+:2]=[N-:3]. (7) Given the reactants [NH2:1][C@H:2]1[C:10]2[C:5](=[CH:6][CH:7]=[CH:8][CH:9]=2)[CH2:4][C@@H:3]1[NH:11][C:12]([C:14]1[NH:18][C:17]2[C:19]([Cl:23])=[C:20]([Cl:22])[S:21][C:16]=2[CH:15]=1)=[O:13].CCN(CC)CC.[CH3:31][N:32]([CH3:36])[C:33](Cl)=[O:34], predict the reaction product. The product is: [Cl:22][C:20]1[S:21][C:16]2[CH:15]=[C:14]([C:12]([NH:11][C@H:3]3[CH2:4][C:5]4[C:10](=[CH:9][CH:8]=[CH:7][CH:6]=4)[C@@H:2]3[NH:1][C:33]([N:32]([CH3:36])[CH3:31])=[O:34])=[O:13])[NH:18][C:17]=2[C:19]=1[Cl:23]. (8) Given the reactants Br[C:2]1[N:3]=[C:4]([C@@H:12]2[CH2:20][CH2:19][C@@H:18]3[N:14]([CH2:15][CH2:16][CH2:17]3)[CH2:13]2)[N:5]2[CH:10]=[CH:9][N:8]=[C:7]([NH2:11])[C:6]=12.CC1(C)C(C)(C)OB([C:29]2[CH:47]=[CH:46][C:32]([C:33]([NH:35][C:36]3[CH:41]=[C:40]([C:42]([F:45])([F:44])[F:43])[CH:39]=[CH:38][N:37]=3)=[O:34])=[CH:31][CH:30]=2)O1.C([O-])([O-])=O.[K+].[K+].O, predict the reaction product. The product is: [NH2:11][C:7]1[C:6]2[N:5]([C:4]([C@@H:12]3[CH2:20][CH2:19][C@@H:18]4[N:14]([CH2:15][CH2:16][CH2:17]4)[CH2:13]3)=[N:3][C:2]=2[C:29]2[CH:47]=[CH:46][C:32]([C:33]([NH:35][C:36]3[CH:41]=[C:40]([C:42]([F:43])([F:44])[F:45])[CH:39]=[CH:38][N:37]=3)=[O:34])=[CH:31][CH:30]=2)[CH:10]=[CH:9][N:8]=1. (9) Given the reactants [Li+].C[Si]([N-][Si](C)(C)C)(C)C.[C:11]([O:14][C:15]([CH3:18])([CH3:17])[CH3:16])(=[O:13])[CH3:12].[C:19]([C:23]1[CH:44]=[CH:43][C:26]([CH2:27][N:28]2[C:36]3[C:31](=[CH:32][C:33]([Cl:37])=[CH:34][CH:35]=3)[CH:30]=[C:29]2[C:38](OCC)=[O:39])=[CH:25][CH:24]=1)([CH3:22])([CH3:21])[CH3:20].[NH4+].[Cl-], predict the reaction product. The product is: [C:19]([C:23]1[CH:44]=[CH:43][C:26]([CH2:27][N:28]2[C:36]3[C:31](=[CH:32][C:33]([Cl:37])=[CH:34][CH:35]=3)[CH:30]=[C:29]2[C:38](=[O:39])[CH2:12][C:11]([O:14][C:15]([CH3:18])([CH3:17])[CH3:16])=[O:13])=[CH:25][CH:24]=1)([CH3:22])([CH3:20])[CH3:21].